From a dataset of Reaction yield outcomes from USPTO patents with 853,638 reactions. Predict the reaction yield, written as a fraction of the theoretical maximum amount of product (1.0 means a 100% yield; for example, 0.34 means a 34% yield). The reactants are [C:1]([CH:5]=P(C1C=CC=CC=1)(C1C=CC=CC=1)C1C=CC=CC=1)([O:3][CH3:4])=[O:2].[CH:25]([C@H:27]1[CH2:32][CH2:31][CH2:30][N:29]([C:33]([O:35][C:36]([CH3:39])([CH3:38])[CH3:37])=[O:34])[CH2:28]1)=O. The catalyst is C1(C)C=CC=CC=1. The product is [CH3:4][O:3][C:1](=[O:2])/[CH:5]=[CH:25]/[C@H:27]1[CH2:32][CH2:31][CH2:30][N:29]([C:33]([O:35][C:36]([CH3:39])([CH3:38])[CH3:37])=[O:34])[CH2:28]1. The yield is 0.970.